Dataset: Full USPTO retrosynthesis dataset with 1.9M reactions from patents (1976-2016). Task: Predict the reactants needed to synthesize the given product. (1) Given the product [CH2:1]1[CH:9]2[CH:4]([CH:5]3[CH2:10][CH:8]2[CH2:7][CH:6]3[NH2:11])[CH2:3][CH2:2]1, predict the reactants needed to synthesize it. The reactants are: [CH2:1]1[CH:9]2[CH:4]([CH:5]3[CH2:10][CH:8]2[CH2:7][CH:6]3[NH2:11])[CH:3]=[CH:2]1.C1C2C(C3CC2CC3N)CC=1. (2) Given the product [ClH:17].[N:1]1([CH2:6][CH2:7][CH2:8][NH2:9])[CH:5]=[N:4][CH:3]=[N:2]1, predict the reactants needed to synthesize it. The reactants are: [N:1]1([CH2:6][CH2:7][CH2:8][NH:9]C(=O)OC(C)(C)C)[CH:5]=[N:4][CH:3]=[N:2]1.[ClH:17]. (3) The reactants are: [CH2:1]([N:8]1[C:17]2[C:12](=[CH:13][CH:14]=[CH:15][CH:16]=2)[CH2:11][CH2:10][CH2:9]1)[C:2]1[CH:7]=[CH:6][CH:5]=[CH:4][CH:3]=1.O=P(Cl)(Cl)Cl.CN([CH:26]=[O:27])C. Given the product [CH2:1]([N:8]1[C:17]2[C:12](=[CH:13][C:14]([CH:26]=[O:27])=[CH:15][CH:16]=2)[CH2:11][CH2:10][CH2:9]1)[C:2]1[CH:3]=[CH:4][CH:5]=[CH:6][CH:7]=1, predict the reactants needed to synthesize it. (4) The reactants are: [CH3:1][O:2][C:3]([C:5]1[C:6]([OH:24])=[C:7]2[C:12](=[CH:13][N:14]=1)[N:11]([CH2:15][C:16]1[CH:21]=[CH:20][CH:19]=[CH:18][CH:17]=1)[C:10](=[O:22])[C:9](Br)=[CH:8]2)=[O:4].C([Sn](CCCC)(CCCC)[C:30]1[CH:35]=[CH:34][CH:33]=[CH:32][N:31]=1)CCC.CCOC(C)=O.Cl. Given the product [CH3:1][O:2][C:3]([C:5]1[C:6]([OH:24])=[C:7]2[C:12](=[CH:13][N:14]=1)[N:11]([CH2:15][C:16]1[CH:21]=[CH:20][CH:19]=[CH:18][CH:17]=1)[C:10](=[O:22])[C:9]([C:30]1[CH:35]=[CH:34][CH:33]=[CH:32][N:31]=1)=[CH:8]2)=[O:4], predict the reactants needed to synthesize it. (5) Given the product [O:13]1[CH2:14][CH2:15][N:16]([C:19]2[CH:24]=[C:23]([NH:25][CH2:4][CH2:5][C:6]([O:8][C:9]([CH3:12])([CH3:11])[CH3:10])=[O:7])[N:22]3[N:26]=[CH:27][C:28]([C:29]4[CH:30]=[N:31][C:32]5[C:37]([CH:38]=4)=[CH:36][CH:35]=[CH:34][CH:33]=5)=[C:21]3[N:20]=2)[CH2:17][CH2:18]1, predict the reactants needed to synthesize it. The reactants are: [H-].[Na+].Br[CH2:4][CH2:5][C:6]([O:8][C:9]([CH3:12])([CH3:11])[CH3:10])=[O:7].[O:13]1[CH2:18][CH2:17][N:16]([C:19]2[CH:24]=[C:23]([NH2:25])[N:22]3[N:26]=[CH:27][C:28]([C:29]4[CH:30]=[N:31][C:32]5[C:37]([CH:38]=4)=[CH:36][CH:35]=[CH:34][CH:33]=5)=[C:21]3[N:20]=2)[CH2:15][CH2:14]1.